From a dataset of Reaction yield outcomes from USPTO patents with 853,638 reactions. Predict the reaction yield, written as a fraction of the theoretical maximum amount of product (1.0 means a 100% yield; for example, 0.34 means a 34% yield). The reactants are [C:1]([O:5][C:6]([N:8]1[CH2:12][CH2:11][CH2:10][CH:9]1[C:13]1[NH:14][C:15]([C:18]2[CH:23]=[CH:22][C:21](Br)=[CH:20][CH:19]=2)=[CH:16][N:17]=1)=[O:7])([CH3:4])([CH3:3])[CH3:2].B1(B2OC(C)(C)C(C)(C)O2)OC(C)(C)C(C)(C)O1.CC([O-])=O.[K+].[C:48]([O:52][C:53]([N:55]1[CH2:59][CH2:58][CH2:57][CH:56]1[C:60]1[NH:61][C:62]([C:65]2[CH:74]=[CH:73][C:72]3[C:67](=[CH:68][CH:69]=[C:70](Br)[CH:71]=3)[CH:66]=2)=[CH:63][N:64]=1)=[O:54])([CH3:51])([CH3:50])[CH3:49].[O-]P([O-])([O-])=O.[K+].[K+].[K+]. The catalyst is O1CCOCC1.C1C=CC(P(C2C=CC=CC=2)[C-]2C=CC=C2)=CC=1.C1C=CC(P(C2C=CC=CC=2)[C-]2C=CC=C2)=CC=1.Cl[Pd]Cl.[Fe+2]. The product is [C:48]([O:52][C:53]([N:55]1[CH2:59][CH2:58][CH2:57][CH:56]1[C:60]1[NH:61][C:62]([C:65]2[CH:74]=[CH:73][C:72]3[C:67](=[CH:68][CH:69]=[C:70]([C:21]4[CH:20]=[CH:19][C:18]([C:15]5[NH:14][C:13]([CH:9]6[CH2:10][CH2:11][CH2:12][N:8]6[C:6]([O:5][C:1]([CH3:4])([CH3:3])[CH3:2])=[O:7])=[N:17][CH:16]=5)=[CH:23][CH:22]=4)[CH:71]=3)[CH:66]=2)=[CH:63][N:64]=1)=[O:54])([CH3:51])([CH3:50])[CH3:49]. The yield is 0.100.